From a dataset of Full USPTO retrosynthesis dataset with 1.9M reactions from patents (1976-2016). Predict the reactants needed to synthesize the given product. (1) Given the product [Cl:12][C:13]1[CH:14]=[C:15]([CH2:19][CH2:20][NH:21][CH2:7][C:6]2[CH:9]=[CH:10][CH:11]=[C:4]([O:3][CH2:1][CH3:2])[CH:5]=2)[CH:16]=[CH:17][CH:18]=1, predict the reactants needed to synthesize it. The reactants are: [CH2:1]([O:3][C:4]1[CH:5]=[C:6]([CH:9]=[CH:10][CH:11]=1)[CH:7]=O)[CH3:2].[Cl:12][C:13]1[CH:14]=[C:15]([CH2:19][CH2:20][NH2:21])[CH:16]=[CH:17][CH:18]=1.[BH4-].[Na+]. (2) Given the product [NH:18]1[CH:19]=[N:20][C:16]([C:12]2[CH:11]=[C:10]3[C:15](=[CH:14][CH:13]=2)[NH:7][N:8]=[C:9]3[C:40]2[CH:41]=[C:42]([C:43]([NH:72][C:62]3[C:71]4[CH2:70][CH2:69][CH2:68][CH2:67][C:66]=4[CH:65]=[CH:64][CH:63]=3)=[O:44])[CH:47]=[CH:48][CH:49]=2)=[N:17]1, predict the reactants needed to synthesize it. The reactants are: O1CCCCC1[N:7]1[C:15]2[C:10](=[CH:11][C:12]([C:16]3[N:20]=[CH:19][N:18](C(C4C=CC=CC=4)(C4C=CC=CC=4)C4C=CC=CC=4)[N:17]=3)=[CH:13][CH:14]=2)[C:9]([C:40]2[CH:41]=[C:42]([CH:47]=[CH:48][CH:49]=2)[C:43](OC)=[O:44])=[N:8]1.[OH-].[Li+].ON1C2C=CC=CC=2N=N1.[CH:62]1([NH2:72])[C:71]2[C:66](=[CH:67][CH:68]=[CH:69][CH:70]=2)[CH2:65][CH2:64][CH2:63]1.Cl.C(N=C=NCCCN(C)C)C.Cl. (3) Given the product [NH2:10][C:11]1[C:12]([C:18]([NH:20][C:21]2[CH:22]=[CH:23][CH:24]=[CH:25][CH:26]=2)=[O:19])=[N:13][C:14]([S:7][C:1]2[CH:6]=[CH:5][CH:4]=[CH:3][CH:2]=2)=[CH:15][N:16]=1, predict the reactants needed to synthesize it. The reactants are: [C:1]1([SH:7])[CH:6]=[CH:5][CH:4]=[CH:3][CH:2]=1.[H-].[Na+].[NH2:10][C:11]1[C:12]([C:18]([NH:20][C:21]2[CH:26]=[CH:25][CH:24]=[CH:23][CH:22]=2)=[O:19])=[N:13][C:14](Br)=[CH:15][N:16]=1. (4) Given the product [Si:62]([O:61][C@H:60]([C@H:69]1[CH2:73][C@@H:72]([O:74][CH2:75][CH2:76][CH3:77])[CH2:71][N:70]1[C:78]([O:80][C:81]([CH3:82])([CH3:84])[CH3:83])=[O:79])[C@@H:59]([NH:58][C:14](=[O:16])[C:13]1[CH:17]=[C:18]([C:20]2[O:21][CH:22]=[CH:23][N:24]=2)[CH:19]=[C:11]([C:9]([N:5]2[CH2:6][CH2:7][CH2:8][C@@H:4]2[CH2:3][O:2][CH3:1])=[O:10])[CH:12]=1)[CH2:85][C:86]1[CH:91]=[C:90]([F:92])[CH:89]=[C:88]([F:93])[CH:87]=1)([C:65]([CH3:68])([CH3:66])[CH3:67])([CH3:64])[CH3:63], predict the reactants needed to synthesize it. The reactants are: [CH3:1][O:2][CH2:3][C@H:4]1[CH2:8][CH2:7][CH2:6][N:5]1[C:9]([C:11]1[CH:12]=[C:13]([CH:17]=[C:18]([C:20]2[O:21][CH:22]=[CH:23][N:24]=2)[CH:19]=1)[C:14]([OH:16])=O)=[O:10].CCN(C(C)C)C(C)C.CN(C(ON1N=NC2C=CC=NC1=2)=[N+](C)C)C.F[P-](F)(F)(F)(F)F.[NH2:58][C@@H:59]([CH2:85][C:86]1[CH:91]=[C:90]([F:92])[CH:89]=[C:88]([F:93])[CH:87]=1)[C@@H:60]([C@H:69]1[CH2:73][C@@H:72]([O:74][CH2:75][CH2:76][CH3:77])[CH2:71][N:70]1[C:78]([O:80][C:81]([CH3:84])([CH3:83])[CH3:82])=[O:79])[O:61][Si:62]([C:65]([CH3:68])([CH3:67])[CH3:66])([CH3:64])[CH3:63].